Dataset: Reaction yield outcomes from USPTO patents with 853,638 reactions. Task: Predict the reaction yield, written as a fraction of the theoretical maximum amount of product (1.0 means a 100% yield; for example, 0.34 means a 34% yield). The reactants are C(OC([N:8]1[CH2:13][CH2:12][C:11]([C:17]([C:19]2[NH:20][C:21]3[C:26]([CH:27]=2)=[CH:25][C:24]([F:28])=[CH:23][CH:22]=3)=[O:18])([CH2:14][CH2:15][CH3:16])[CH2:10][CH2:9]1)=O)(C)(C)C. The catalyst is Cl. The product is [F:28][C:24]1[CH:25]=[C:26]2[C:21](=[CH:22][CH:23]=1)[NH:20][C:19]([C:17]([C:11]1([CH2:14][CH2:15][CH3:16])[CH2:12][CH2:13][NH:8][CH2:9][CH2:10]1)=[O:18])=[CH:27]2. The yield is 0.970.